From a dataset of Full USPTO retrosynthesis dataset with 1.9M reactions from patents (1976-2016). Predict the reactants needed to synthesize the given product. (1) Given the product [Cl:1][C:2]1[CH:10]=[C:9]([F:11])[C:8]([C:12]2[CH:17]=[CH:16][CH:15]=[CH:14][N:13]=2)=[CH:7][C:3]=1[C:4]([NH:18][C:19]1[N:23]([C:24]2[CH:29]=[CH:28][CH:27]=[CH:26][CH:25]=2)[N:22]=[C:21]([C:30]#[N:31])[CH:20]=1)=[O:6], predict the reactants needed to synthesize it. The reactants are: [Cl:1][C:2]1[CH:10]=[C:9]([F:11])[C:8]([C:12]2[CH:17]=[CH:16][CH:15]=[CH:14][N:13]=2)=[CH:7][C:3]=1[C:4]([OH:6])=O.[NH2:18][C:19]1[N:23]([C:24]2[CH:29]=[CH:28][CH:27]=[CH:26][CH:25]=2)[N:22]=[C:21]([C:30]#[N:31])[CH:20]=1. (2) Given the product [C:35]([N:19]([CH2:20][C:21]1[CH:22]=[C:23]([C:31]([F:34])([F:33])[F:32])[CH:24]=[C:25]([C:27]([F:30])([F:28])[F:29])[CH:26]=1)[CH:15]1[CH2:16][CH2:17][CH2:18][N:12]([C:10]([O:9][CH:6]([CH3:8])[CH3:7])=[O:11])[C:13]2[CH:41]=[CH:40][C:39]([NH:42][S:2]([CH3:1])(=[O:4])=[O:3])=[CH:38][C:14]1=2)(=[O:37])[CH3:36], predict the reactants needed to synthesize it. The reactants are: [CH3:1][S:2](Cl)(=[O:4])=[O:3].[CH:6]([O:9][C:10]([N:12]1[CH2:18][CH2:17][CH2:16][CH:15]([N:19]([C:35](=[O:37])[CH3:36])[CH2:20][C:21]2[CH:26]=[C:25]([C:27]([F:30])([F:29])[F:28])[CH:24]=[C:23]([C:31]([F:34])([F:33])[F:32])[CH:22]=2)[C:14]2[CH:38]=[C:39]([NH2:42])[CH:40]=[CH:41][C:13]1=2)=[O:11])([CH3:8])[CH3:7].N1C=CC=CC=1. (3) The reactants are: [F:1][C:2]1[CH:3]=[C:4]([NH2:17])[CH:5]=[C:6]([N:8]([CH3:16])[CH:9]2[CH2:14][CH2:13][N:12]([CH3:15])[CH2:11][CH2:10]2)[CH:7]=1.[Cl:18][C:19]1[CH:27]=[C:26]([F:28])[CH:25]=[CH:24][C:20]=1[C:21](Cl)=[O:22]. Given the product [Cl:18][C:19]1[CH:27]=[C:26]([F:28])[CH:25]=[CH:24][C:20]=1[C:21]([NH:17][C:4]1[CH:5]=[C:6]([N:8]([CH3:16])[CH:9]2[CH2:10][CH2:11][N:12]([CH3:15])[CH2:13][CH2:14]2)[CH:7]=[C:2]([F:1])[CH:3]=1)=[O:22], predict the reactants needed to synthesize it. (4) Given the product [CH:9]1[C:10]2[NH:11][C:12]3[C:17](=[CH:16][CH:15]=[CH:14][CH:13]=3)[C:18]=2[C:6]([O:5][CH2:4][C@@H:2]([OH:1])[CH2:3][NH:19][CH2:20][CH:21]2[CH2:26][CH2:25][N:24]([CH2:27][CH2:28][CH2:29][CH2:30][CH2:31][CH3:32])[CH2:23][CH2:22]2)=[CH:7][CH:8]=1, predict the reactants needed to synthesize it. The reactants are: [O:1]1[CH2:3][C@H:2]1[CH2:4][O:5][C:6]1[C:18]2[C:17]3[C:12](=[CH:13][CH:14]=[CH:15][CH:16]=3)[NH:11][C:10]=2[CH:9]=[CH:8][CH:7]=1.[NH2:19][CH2:20][CH:21]1[CH2:26][CH2:25][N:24]([CH2:27][CH2:28][CH2:29][CH2:30][CH2:31][CH3:32])[CH2:23][CH2:22]1. (5) The reactants are: [NH2:1][CH:2]([C:11]1[C:16]([O:17][CH3:18])=[CH:15][CH:14]=[CH:13][C:12]=1[O:19][CH3:20])[CH2:3][CH:4]([CH3:10])[C:5]([O:7]CC)=O.[N:21]1[CH:26]=[CH:25][CH:24]=[CH:23][C:22]=1[C:27]1[CH:28]=[C:29]([CH:32]=[CH:33][CH:34]=1)[CH:30]=O. Given the product [CH3:18][O:17][C:16]1[CH:15]=[CH:14][CH:13]=[C:12]([O:19][CH3:20])[C:11]=1[CH:2]1[N:1]([CH2:30][C:29]2[CH:32]=[CH:33][CH:34]=[C:27]([C:22]3[CH:23]=[CH:24][CH:25]=[CH:26][N:21]=3)[CH:28]=2)[C:5](=[O:7])[CH:4]([CH3:10])[CH2:3]1, predict the reactants needed to synthesize it. (6) Given the product [Cl:1][C:2]1[CH:3]=[CH:4][C:5]([N:23]2[CH:27]=[N:26][N:25]=[N:24]2)=[C:6]([C:8]2[CH:13]=[CH:12][N:11]([CH2:14][C:15]([OH:17])=[O:16])[C:10](=[O:22])[CH:9]=2)[CH:7]=1, predict the reactants needed to synthesize it. The reactants are: [Cl:1][C:2]1[CH:3]=[CH:4][C:5]([N:23]2[CH:27]=[N:26][N:25]=[N:24]2)=[C:6]([C:8]2[CH:13]=[CH:12][N:11]([CH2:14][C:15]([O:17]C(C)(C)C)=[O:16])[C:10](=[O:22])[CH:9]=2)[CH:7]=1.Cl. (7) Given the product [NH:17]([C:2]1[CH:7]=[CH:6][C:5]([C:8]2[CH:13]=[CH:12][C:11]([O:14][CH3:15])=[CH:10][CH:9]=2)=[CH:4][N:3]=1)[NH2:18], predict the reactants needed to synthesize it. The reactants are: Cl[C:2]1[CH:7]=[CH:6][C:5]([C:8]2[CH:13]=[CH:12][C:11]([O:14][CH3:15])=[CH:10][CH:9]=2)=[CH:4][N:3]=1.O.[NH2:17][NH2:18].